Predict the product of the given reaction. From a dataset of Forward reaction prediction with 1.9M reactions from USPTO patents (1976-2016). (1) Given the reactants [NH2:1][C:2]1[N:7]=[C:6](S(C)=O)[C:5]([C:11]#[N:12])=[C:4]([N:13]2[CH:17]=[CH:16][CH:15]=[N:14]2)[N:3]=1.[CH3:18][C:19]1[C:20]([CH2:25][OH:26])=[N:21][CH:22]=[CH:23][CH:24]=1.C1CCN2C(=NCCC2)CC1, predict the reaction product. The product is: [NH2:1][C:2]1[N:7]=[C:6]([O:26][CH2:25][C:20]2[C:19]([CH3:18])=[CH:24][CH:23]=[CH:22][N:21]=2)[C:5]([C:11]#[N:12])=[C:4]([N:13]2[CH:17]=[CH:16][CH:15]=[N:14]2)[N:3]=1. (2) Given the reactants S(Cl)(Cl)=O.CC1C(C)=CC=CC=1C(O)=O.CC1C(C)=CC=CC=1C(Cl)=O.[CH3:27][O:28][C:29]1[CH:30]=[C:31]2[C:36](=[CH:37][C:38]=1[O:39][CH3:40])[N:35]=[CH:34][CH:33]=[C:32]2[O:41][C:42]1[CH:48]=[CH:47][C:45]([NH2:46])=[CH:44][CH:43]=1.[CH3:49][C:50]1[C:55]([CH3:56])=[CH:54][CH:53]=[CH:52][C:51]=1[C:57]([N:59]=[C:60]=[S:61])=[O:58], predict the reaction product. The product is: [CH3:27][O:28][C:29]1[CH:30]=[C:31]2[C:36](=[CH:37][C:38]=1[O:39][CH3:40])[N:35]=[CH:34][CH:33]=[C:32]2[O:41][C:42]1[CH:48]=[CH:47][C:45]([NH:46][C:60]([NH:59][C:57](=[O:58])[C:51]2[CH:52]=[CH:53][CH:54]=[C:55]([CH3:56])[C:50]=2[CH3:49])=[S:61])=[CH:44][CH:43]=1. (3) Given the reactants [Cl:1][C:2]1[CH:21]=[CH:20][C:5]2[C:6]([NH:9][C:10]3[CH:15]=[CH:14][CH:13]=[C:12]([C:16]([F:19])([F:18])[F:17])[CH:11]=3)=[N:7][O:8][C:4]=2[C:3]=1[C:22]([O:24]C)=[O:23].[Li+].[OH-], predict the reaction product. The product is: [Cl:1][C:2]1[CH:21]=[CH:20][C:5]2[C:6]([NH:9][C:10]3[CH:15]=[CH:14][CH:13]=[C:12]([C:16]([F:18])([F:17])[F:19])[CH:11]=3)=[N:7][O:8][C:4]=2[C:3]=1[C:22]([OH:24])=[O:23]. (4) Given the reactants [C:1]([C:5]1[CH:12]=[CH:11][CH:10]=[C:7]([CH:8]=[O:9])[C:6]=1[OH:13])([CH3:4])([CH3:3])[CH3:2].[Br:14]Br, predict the reaction product. The product is: [Br:14][C:11]1[CH:10]=[C:7]([CH:8]=[O:9])[C:6]([OH:13])=[C:5]([C:1]([CH3:4])([CH3:2])[CH3:3])[CH:12]=1. (5) The product is: [ClH:45].[N:8]1([C:5]2[CH:6]=[CH:7][C:2]([NH:1][S:42]([C:33]3[CH:34]=[CH:35][C:36]4[C:41](=[CH:40][CH:39]=[CH:38][CH:37]=4)[CH:32]=3)(=[O:44])=[O:43])=[C:3]([NH:22][S:23]([C:26]3[CH:27]=[CH:28][CH:29]=[CH:30][CH:31]=3)(=[O:25])=[O:24])[CH:4]=2)[CH2:14][CH2:13][CH2:12][NH:11][CH2:10][CH2:9]1. Given the reactants [NH2:1][C:2]1[CH:7]=[CH:6][C:5]([N:8]2[CH2:14][CH2:13][CH2:12][N:11](C(OC(C)(C)C)=O)[CH2:10][CH2:9]2)=[CH:4][C:3]=1[NH:22][S:23]([C:26]1[CH:31]=[CH:30][CH:29]=[CH:28][CH:27]=1)(=[O:25])=[O:24].[CH:32]1[C:41]2[C:36](=[CH:37][CH:38]=[CH:39][CH:40]=2)[CH:35]=[CH:34][C:33]=1[S:42]([Cl:45])(=[O:44])=[O:43], predict the reaction product. (6) Given the reactants [Cl:1][C:2]1[CH:28]=[C:27]([Cl:29])[CH:26]=[CH:25][C:3]=1[C:4]([N:6]([C:15]1[CH:20]=[CH:19][C:18]([O:21][CH3:22])=[C:17]([O:23][CH3:24])[CH:16]=1)[C:7]1[S:8][C:9]([C:12](O)=[O:13])=[CH:10][N:11]=1)=[O:5], predict the reaction product. The product is: [CH2:4]([N:6]([CH2:15][CH3:16])[C:12]([C:9]1[S:8][C:7]([N:6]([C:4](=[O:5])[C:3]2[CH:25]=[CH:26][C:27]([Cl:29])=[CH:28][C:2]=2[Cl:1])[C:15]2[CH:20]=[CH:19][C:18]([O:21][CH3:22])=[C:17]([O:23][CH3:24])[CH:16]=2)=[N:11][CH:10]=1)=[O:13])[CH3:3]. (7) Given the reactants [CH2:1]([O:3][C:4]([C:6]1[C:15](=[O:16])[C:14]2[C:9](=[N:10][C:11](Cl)=[C:12]([F:17])[CH:13]=2)[N:8]([CH2:19][CH3:20])[CH:7]=1)=[O:5])[CH3:2].C(N(CC)CC)C.[C:28]([O:32][C:33](=[O:38])[NH:34][CH2:35][CH2:36][NH2:37])([CH3:31])([CH3:30])[CH3:29], predict the reaction product. The product is: [CH2:1]([O:3][C:4]([C:6]1[C:15](=[O:16])[C:14]2[C:9](=[N:10][C:11]([NH:37][CH2:36][CH2:35][NH:34][C:33]([O:32][C:28]([CH3:31])([CH3:30])[CH3:29])=[O:38])=[C:12]([F:17])[CH:13]=2)[N:8]([CH2:19][CH3:20])[CH:7]=1)=[O:5])[CH3:2].